This data is from Reaction yield outcomes from USPTO patents with 853,638 reactions. The task is: Predict the reaction yield, written as a fraction of the theoretical maximum amount of product (1.0 means a 100% yield; for example, 0.34 means a 34% yield). (1) The reactants are [N+:1]([C:4]1[CH:5]=[CH:6][C:7]2[N:12]([CH2:13][CH2:14][N:15]3[CH2:19][CH2:18][CH2:17][CH2:16]3)[C:11](=[O:20])[CH2:10][O:9][C:8]=2[CH:21]=1)([O-])=O. The catalyst is C(O)C.[Pd]. The product is [NH2:1][C:4]1[CH:5]=[CH:6][C:7]2[N:12]([CH2:13][CH2:14][N:15]3[CH2:16][CH2:17][CH2:18][CH2:19]3)[C:11](=[O:20])[CH2:10][O:9][C:8]=2[CH:21]=1. The yield is 0.970. (2) The reactants are Cl[C:2]1[CH:7]=[C:6]([N:8]2[CH2:13][C@@H:12]([CH3:14])[O:11][C@@H:10]([CH3:15])[CH2:9]2)[N:5]=[C:4]([N:16]2[C:20]3[CH:21]=[CH:22][CH:23]=[C:24]([O:25][CH3:26])[C:19]=3[N:18]=[C:17]2[CH:27]([F:29])[F:28])[N:3]=1.[NH:30]1[CH2:35][CH2:34][O:33][CH2:32][CH2:31]1. The catalyst is O. The product is [F:28][CH:27]([F:29])[C:17]1[N:16]([C:4]2[N:5]=[C:6]([N:8]3[CH2:13][C@@H:12]([CH3:14])[O:11][C@@H:10]([CH3:15])[CH2:9]3)[CH:7]=[C:2]([N:30]3[CH2:35][CH2:34][O:33][CH2:32][CH2:31]3)[N:3]=2)[C:20]2[CH:21]=[CH:22][CH:23]=[C:24]([O:25][CH3:26])[C:19]=2[N:18]=1. The yield is 0.860.